This data is from Reaction yield outcomes from USPTO patents with 853,638 reactions. The task is: Predict the reaction yield, written as a fraction of the theoretical maximum amount of product (1.0 means a 100% yield; for example, 0.34 means a 34% yield). (1) The reactants are F[P-](F)(F)(F)(F)F.N1(OC(N(C)C)=[N+](C)C)C2C=CC=CC=2N=N1.[F:25][C:26]1[CH:34]=[CH:33][C:32]([CH2:35][C:36]2[C:45]3[C:40](=[CH:41][CH:42]=[CH:43][CH:44]=3)[C:39](=[O:46])[NH:38][N:37]=2)=[CH:31][C:27]=1[C:28](O)=[O:29].[CH3:47][O:48][CH:49]1[CH2:54][CH2:53][NH:52][CH2:51][CH2:50]1.C(N(CC)CC)C. The catalyst is CC(N(C)C)=O.O. The product is [F:25][C:26]1[CH:34]=[CH:33][C:32]([CH2:35][C:36]2[C:45]3[C:40](=[CH:41][CH:42]=[CH:43][CH:44]=3)[C:39](=[O:46])[NH:38][N:37]=2)=[CH:31][C:27]=1[C:28]([N:52]1[CH2:53][CH2:54][CH:49]([O:48][CH3:47])[CH2:50][CH2:51]1)=[O:29]. The yield is 0.616. (2) The reactants are [NH2:1][C:2]1[CH:3]=[C:4]2[C:17](=[CH:18][CH:19]=1)[N:16]1[CH2:20][C@@H:21]([CH3:25])[O:22][C@@H:23]([CH3:24])[C@@H:15]1[C:6]1([C:11](=[O:12])[NH:10][C:9](=[O:13])[NH:8][C:7]1=[O:14])[CH2:5]2.C(N(CC)CC)C.[N:33]1([C:39](Cl)=[O:40])[CH2:38][CH2:37][CH2:36][CH2:35][CH2:34]1. The catalyst is C1COCC1. The product is [CH3:25][C@H:21]1[O:22][C@@H:23]([CH3:24])[C@@H:15]2[C:6]3([CH2:5][C:4]4[C:17]([N:16]2[CH2:20]1)=[CH:18][CH:19]=[C:2]([NH:1][C:39]([N:33]1[CH2:38][CH2:37][CH2:36][CH2:35][CH2:34]1)=[O:40])[CH:3]=4)[C:7](=[O:14])[NH:8][C:9](=[O:13])[NH:10][C:11]3=[O:12]. The yield is 0.300. (3) The reactants are [OH:1][C:2]1[C:3]([CH3:22])=[CH:4][C:5]([N+:19]([O-])=O)=[C:6]([S:8][C:9]2[CH:14]=[CH:13][C:12]([NH:15][C:16](=[O:18])[CH3:17])=[CH:11][CH:10]=2)[CH:7]=1.[Cl-].[NH4+].O1CCCC1.O. The catalyst is CO.[Fe]. The product is [NH2:19][C:5]1[CH:4]=[C:3]([CH3:22])[C:2]([OH:1])=[CH:7][C:6]=1[S:8][C:9]1[CH:10]=[CH:11][C:12]([NH:15][C:16](=[O:18])[CH3:17])=[CH:13][CH:14]=1. The yield is 0.910. (4) The reactants are [C:1]1([N:7]2[C:11]3[CH:12]=[CH:13][CH:14]=[CH:15][C:10]=3[N:9]=[C:8]2[C:16]2[CH:21]=[CH:20][C:19](B3OC(C)(C)C(C)(C)O3)=[CH:18][CH:17]=2)[CH:6]=[CH:5][CH:4]=[CH:3][CH:2]=1.[Br:31][C:32]1[CH:37]=[CH:36][C:35](I)=[CH:34][CH:33]=1.C(=O)([O-])[O-].[K+].[K+]. The catalyst is O1CCOCC1.O.C1C=CC([P]([Pd]([P](C2C=CC=CC=2)(C2C=CC=CC=2)C2C=CC=CC=2)([P](C2C=CC=CC=2)(C2C=CC=CC=2)C2C=CC=CC=2)[P](C2C=CC=CC=2)(C2C=CC=CC=2)C2C=CC=CC=2)(C2C=CC=CC=2)C2C=CC=CC=2)=CC=1. The product is [Br:31][C:32]1[CH:37]=[CH:36][C:35]([C:19]2[CH:18]=[CH:17][C:16]([C:8]3[N:7]([C:1]4[CH:2]=[CH:3][CH:4]=[CH:5][CH:6]=4)[C:11]4[CH:12]=[CH:13][CH:14]=[CH:15][C:10]=4[N:9]=3)=[CH:21][CH:20]=2)=[CH:34][CH:33]=1. The yield is 0.800. (5) The reactants are [C:1](=[O:16])([O:14][CH3:15])[O:2][C:3]1[CH:8]=[CH:7][C:6]([C:9]([CH3:12])([CH3:11])[CH3:10])=[CH:5][C:4]=1[Br:13].OS(O)(=O)=O.[N+:22]([O-])([O-:24])=[O:23].[K+]. No catalyst specified. The product is [C:1](=[O:16])([O:14][CH3:15])[O:2][C:3]1[CH:8]=[C:7]([N+:22]([O-:24])=[O:23])[C:6]([C:9]([CH3:11])([CH3:12])[CH3:10])=[CH:5][C:4]=1[Br:13]. The yield is 0.760. (6) The reactants are [C:1]([NH:4][C:5]1[S:9][C:8]2[C:10]([O:15][CH2:16][CH2:17][N:18]([CH2:21][CH3:22])[CH2:19][CH3:20])=[C:11](Br)[CH:12]=[CH:13][C:7]=2[C:6]=1[C:23]([O:25][CH2:26][CH3:27])=[O:24])(=[O:3])[CH3:2].[N:28]([C:31]1[CH:32]=[C:33](B(O)O)[CH:34]=[C:35]([CH2:37][N:38]=[N+:39]=[N-:40])[CH:36]=1)=[N+:29]=[N-:30].P([O-])([O-])([O-])=O.[K+].[K+].[K+]. The catalyst is C(#N)C.O. The product is [C:1]([NH:4][C:5]1[S:9][C:8]2[C:10]([O:15][CH2:16][CH2:17][N:18]([CH2:21][CH3:22])[CH2:19][CH3:20])=[C:11]([C:33]3[CH:34]=[C:35]([CH2:37][N:38]=[N+:39]=[N-:40])[CH:36]=[C:31]([N:28]=[N+:29]=[N-:30])[CH:32]=3)[CH:12]=[CH:13][C:7]=2[C:6]=1[C:23]([O:25][CH2:26][CH3:27])=[O:24])(=[O:3])[CH3:2]. The yield is 0.840. (7) The catalyst is C(Cl)Cl.C(#N)C. The product is [F:1][C:2]1[C:3]([C:8]2([C:13]#[N:14])[CH2:11][C:10](=[O:15])[CH2:9]2)=[N:4][CH:5]=[CH:6][CH:7]=1. The yield is 0.863. The reactants are [F:1][C:2]1[C:3]([C:8]2([C:13]#[N:14])[CH2:11][C:10](=C)[CH2:9]2)=[N:4][CH:5]=[CH:6][CH:7]=1.[OH2:15]. (8) The product is [CH3:12][N:6]1[CH2:7][C:2]([CH3:11])([CH3:1])[O:3][CH2:4][CH:5]1[C:8]([OH:10])=[O:9]. The reactants are [CH3:1][C:2]1([CH3:11])[CH2:7][NH:6][CH:5]([C:8]([OH:10])=[O:9])[CH2:4][O:3]1.[CH2:12]=O. The catalyst is C(O)C.[Pd]. The yield is 0.970. (9) The reactants are [F:1][C:2]1[CH:7]=[CH:6][C:5]([N:8]2[C:12]([NH:13][C:14](=[O:22])OC3C=CC=CC=3)=[CH:11][C:10]([C:23]([F:26])([F:25])[F:24])=[N:9]2)=[CH:4][CH:3]=1.[CH3:27][O:28][C:29]1[CH:30]=[C:31]2[C:36](=[CH:37][C:38]=1[O:39][CH2:40][CH2:41][O:42][CH3:43])[N:35]=[CH:34][N:33]=[C:32]2[O:44][C:45]1[CH:46]=[C:47]([CH:49]=[CH:50][CH:51]=1)[NH2:48]. The catalyst is CN(C)C1C=CN=CC=1.C1COCC1. The product is [F:1][C:2]1[CH:3]=[CH:4][C:5]([N:8]2[C:12]([NH:13][C:14]([NH:48][C:47]3[CH:49]=[CH:50][CH:51]=[C:45]([O:44][C:32]4[C:31]5[C:36](=[CH:37][C:38]([O:39][CH2:40][CH2:41][O:42][CH3:43])=[C:29]([O:28][CH3:27])[CH:30]=5)[N:35]=[CH:34][N:33]=4)[CH:46]=3)=[O:22])=[CH:11][C:10]([C:23]([F:24])([F:25])[F:26])=[N:9]2)=[CH:6][CH:7]=1. The yield is 0.680. (10) The reactants are Br[C:2]1[C:3]([NH2:9])=[N:4][CH:5]=[C:6]([CH3:8])[N:7]=1.[CH2:10]([O:12][C:13]([N:15]=[C:16]=[S:17])=[O:14])[CH3:11].C1(C)C=CC=CC=1. The catalyst is CO. The product is [CH3:8][C:6]1[N:7]=[C:2]2[S:17][C:16]([NH:15][C:13](=[O:14])[O:12][CH2:10][CH3:11])=[N:9][C:3]2=[N:4][CH:5]=1. The yield is 0.631.